Dataset: Full USPTO retrosynthesis dataset with 1.9M reactions from patents (1976-2016). Task: Predict the reactants needed to synthesize the given product. (1) Given the product [Cl:40][C:41]1[CH:46]=[CH:45][C:44]([C@@H:47]([N:50]2[CH2:55][CH2:54][C:53]3([CH2:67][CH2:66][C:58](=[O:59])[CH2:57][CH2:56]3)[O:52][C:51]2=[O:68])[CH2:48][CH3:49])=[CH:43][CH:42]=1, predict the reactants needed to synthesize it. The reactants are: ClC1C=CC([C@@H](NCCC2(O)CCC3(OCC(C)(C)CO3)CC2)CC)=CC=1.ClC(Cl)(OC(=O)OC(Cl)(Cl)Cl)Cl.[Cl:40][C:41]1[CH:46]=[CH:45][C:44]([C@@H:47]([N:50]2[CH2:55][CH2:54][C:53]3([CH2:67][CH2:66][C:58]4(OCC(C)(C)C[O:59]4)[CH2:57][CH2:56]3)[O:52][C:51]2=[O:68])[CH2:48][CH3:49])=[CH:43][CH:42]=1. (2) Given the product [C:21]([O:34][C:31]([N:35]1[CH2:23][CH2:24][CH:19]([C:14]2[NH:15][CH:16]=[C:17]([C:19]3[CH:24]=[CH:23][C:22]([F:25])=[C:21]([C:26]([F:27])([F:28])[F:29])[CH:20]=3)[N:11]=2)[CH2:17][CH2:16]1)=[O:33])([CH3:26])([CH3:22])[CH3:20], predict the reactants needed to synthesize it. The reactants are: C(OC(C1CC[N:11]([C:14](=O)[NH:15][CH2:16][C:17]([C:19]2[CH:24]=[CH:23][C:22]([F:25])=[C:21]([C:26]([F:29])([F:28])[F:27])[CH:20]=2)=O)CC1)=O)(C)(C)C.[C:31]([O-:34])(=[O:33])C.[NH4+:35]. (3) Given the product [CH3:23][O:22][C:19]1[CH:18]=[CH:17][C:16]([CH2:15][O:14][N:13]=[C:11]2[CH2:10][C@@H:9]([C:24]([N:43]3[CH2:48][CH2:47][CH2:46][CH2:45][CH2:44]3)=[O:26])[N:8]([C:6](=[O:7])[CH:33]([C:27]3[CH:28]=[CH:29][CH:30]=[CH:31][CH:32]=3)[C:37]3[CH:38]=[CH:39][CH:40]=[CH:41][CH:42]=3)[CH2:12]2)=[CH:21][CH:20]=1, predict the reactants needed to synthesize it. The reactants are: C(O[C:6]([N:8]1[CH2:12][C:11](=[N:13][O:14][CH2:15][C:16]2[CH:21]=[CH:20][C:19]([O:22][CH3:23])=[CH:18][CH:17]=2)[CH2:10][C@H:9]1[C:24]([OH:26])=O)=[O:7])(C)(C)C.[C:27]1([CH:33]([C:37]2[CH:42]=[CH:41][CH:40]=[CH:39][CH:38]=2)C(Cl)=O)[CH:32]=[CH:31][CH:30]=[CH:29][CH:28]=1.[NH:43]1[CH2:48][CH2:47][CH2:46][CH2:45][CH2:44]1. (4) Given the product [CH3:29][C:23]1[CH:24]=[C:25]([NH:28][C:42]([C:38]2[O:37][CH:41]=[CH:40][CH:39]=2)=[O:43])[CH:26]=[CH:27][C:22]=1[C:18]1[CH:19]=[CH:20][CH:21]=[C:16]([C:14](=[O:15])[NH:13][C:10]2[CH:9]=[CH:8][C:7]([N:1]3[CH2:6][CH2:5][O:4][CH2:3][CH2:2]3)=[CH:12][CH:11]=2)[CH:17]=1, predict the reactants needed to synthesize it. The reactants are: [N:1]1([C:7]2[CH:12]=[CH:11][C:10]([NH:13][C:14]([C:16]3[CH:17]=[C:18]([C:22]4[CH:27]=[CH:26][C:25]([NH2:28])=[CH:24][C:23]=4[CH3:29])[CH:19]=[CH:20][CH:21]=3)=[O:15])=[CH:9][CH:8]=2)[CH2:6][CH2:5][O:4][CH2:3][CH2:2]1.C(N(CC)CC)C.[O:37]1[CH:41]=[CH:40][CH:39]=[C:38]1[C:42](Cl)=[O:43].